From a dataset of Full USPTO retrosynthesis dataset with 1.9M reactions from patents (1976-2016). Predict the reactants needed to synthesize the given product. (1) Given the product [C:6]([O:5][C:3](=[O:4])[CH2:2][O:25][C:22]1[CH:23]=[CH:24][C:19]([O:18][C:17]([F:16])([F:26])[F:27])=[CH:20][CH:21]=1)([CH3:9])([CH3:8])[CH3:7], predict the reactants needed to synthesize it. The reactants are: Br[CH2:2][C:3]([O:5][C:6]([CH3:9])([CH3:8])[CH3:7])=[O:4].C(=O)([O-])[O-].[K+].[K+].[F:16][C:17]([F:27])([F:26])[O:18][C:19]1[CH:24]=[CH:23][C:22]([OH:25])=[CH:21][CH:20]=1.CN(C=O)C. (2) Given the product [F:21][C:17]1[CH:16]=[C:15]([CH:20]=[CH:19][CH:18]=1)[CH2:14][O:13][C:10]1[CH:9]=[CH:8][C:7]([N:4]2[CH2:5][CH2:6][C@H:2]([NH:1][CH:23]=[O:25])[C:3]2=[O:22])=[CH:12][CH:11]=1, predict the reactants needed to synthesize it. The reactants are: [NH2:1][C@H:2]1[CH2:6][CH2:5][N:4]([C:7]2[CH:12]=[CH:11][C:10]([O:13][CH2:14][C:15]3[CH:20]=[CH:19][CH:18]=[C:17]([F:21])[CH:16]=3)=[CH:9][CH:8]=2)[C:3]1=[O:22].[C:23](OC(=O)C)(=[O:25])C. (3) Given the product [O:8]1[CH2:9][CH2:10][CH2:11][O:12][CH:7]1[CH2:6][CH2:5][CH2:4][C:3]([OH:13])=[O:2], predict the reactants needed to synthesize it. The reactants are: C[O:2][C:3](=[O:13])[CH2:4][CH2:5][CH2:6][CH:7]1[O:12][CH2:11][CH2:10][CH2:9][O:8]1.[OH-].[Na+]. (4) The reactants are: [NH2:1][C@@H:2]([CH2:33][C:34]1[CH:39]=[CH:38][CH:37]=[CH:36][CH:35]=1)[C@@H:3]([OH:32])[CH2:4][C@@H:5]([NH:19][C:20]([C@@H:22]([NH:27][C:28](=[O:31])[O:29][CH3:30])[C:23]([CH3:26])([CH3:25])[CH3:24])=[O:21])[CH2:6][C:7]1[CH:12]=[CH:11][C:10]([C:13]2[CH:18]=[CH:17][CH:16]=[CH:15][N:14]=2)=[CH:9][CH:8]=1.[CH3:40][O:41][C:42]1[CH:62]=[CH:61][CH:60]=[CH:59][C:43]=1[CH2:44][N:45]1[CH2:49][CH2:48][N:47]([C@@H:50]([C:54]([CH3:57])([CH3:56])[CH3:55])[C:51](O)=[O:52])[C:46]1=[O:58].CCOP(ON1N=NC2C=CC=CC=2C1=O)(OCC)=O.C(N(CC)C(C)C)(C)C. Given the product [OH:32][C@H:3]([C@@H:2]([NH:1][C:51](=[O:52])[C@@H:50]([N:47]1[CH2:48][CH2:49][N:45]([CH2:44][C:43]2[CH:59]=[CH:60][CH:61]=[CH:62][C:42]=2[O:41][CH3:40])[C:46]1=[O:58])[C:54]([CH3:57])([CH3:56])[CH3:55])[CH2:33][C:34]1[CH:35]=[CH:36][CH:37]=[CH:38][CH:39]=1)[CH2:4][C@@H:5]([NH:19][C:20]([C@@H:22]([NH:27][C:28](=[O:31])[O:29][CH3:30])[C:23]([CH3:26])([CH3:25])[CH3:24])=[O:21])[CH2:6][C:7]1[CH:12]=[CH:11][C:10]([C:13]2[CH:18]=[CH:17][CH:16]=[CH:15][N:14]=2)=[CH:9][CH:8]=1, predict the reactants needed to synthesize it. (5) Given the product [Br:1][C:2]1[CH:3]=[C:4]([C:8]2([C:13]#[N:14])[CH2:11][CH:10]([OH:12])[CH2:9]2)[CH:5]=[CH:6][CH:7]=1, predict the reactants needed to synthesize it. The reactants are: [Br:1][C:2]1[CH:3]=[C:4]([C:8]2([C:13]#[N:14])[CH2:11][C:10](=[O:12])[CH2:9]2)[CH:5]=[CH:6][CH:7]=1.[BH4-].[Na+]. (6) Given the product [C:5]([C:4]1[CH:7]=[CH:8][C:9]([N:10]2[C:22]3[C:21]4[CH:20]=[C:19]([O:23][CH:48]([C:60]5[S:61][CH:62]=[CH:63][CH:64]=5)[CH2:49][NH:50][C:51](=[O:59])[O:52][CH2:53][CH2:54][Si:55]([CH3:58])([CH3:56])[CH3:57])[C:18]([O:24][CH3:25])=[CH:17][C:16]=4[N:15]=[CH:14][C:13]=3[N:12]([CH3:26])[C:11]2=[O:27])=[C:2]([F:1])[CH:3]=1)#[N:6], predict the reactants needed to synthesize it. The reactants are: [F:1][C:2]1[CH:3]=[C:4]([CH:7]=[CH:8][C:9]=1[N:10]1[C:22]2[C:21]3[CH:20]=[C:19]([OH:23])[C:18]([O:24][CH3:25])=[CH:17][C:16]=3[N:15]=[CH:14][C:13]=2[N:12]([CH3:26])[C:11]1=[O:27])[C:5]#[N:6].C1(P(C2C=CC=CC=2)C2C=CC=CN=2)C=CC=CC=1.O[CH:48]([C:60]1[S:61][CH:62]=[CH:63][CH:64]=1)[CH2:49][NH:50][C:51](=[O:59])[O:52][CH2:53][CH2:54][Si:55]([CH3:58])([CH3:57])[CH3:56].N(C(OC(C)C)=O)=NC(OC(C)C)=O.[Cl-].[Na+]. (7) Given the product [CH3:33][O:32]/[N:31]=[C:24](/[C:25]1[CH:26]=[CH:27][CH:28]=[CH:29][CH:30]=1)\[CH2:23][O:22][C:19]1[CH:20]=[CH:21][C:16]([CH2:15][O:14][C:11]2[CH:12]=[CH:13][C:8]([CH:7]3[O:34][C:42](=[O:44])[O:1][CH:2]3[C:3]([O:5][CH2:6][CH3:36])=[O:4])=[CH:9][CH:10]=2)=[CH:17][CH:18]=1, predict the reactants needed to synthesize it. The reactants are: [OH:1][CH:2]([CH:7]([OH:34])[C:8]1[CH:13]=[CH:12][C:11]([O:14][CH2:15][C:16]2[CH:21]=[CH:20][C:19]([O:22][CH2:23]/[C:24](=[N:31]\[O:32][CH3:33])/[C:25]3[CH:30]=[CH:29][CH:28]=[CH:27][CH:26]=3)=[CH:18][CH:17]=2)=[CH:10][CH:9]=1)[C:3]([O:5][CH3:6])=[O:4].N1C=CC=C[CH:36]=1.Cl[C:42](Cl)([O:44]C(=O)OC(Cl)(Cl)Cl)Cl.